Predict the product of the given reaction. From a dataset of Forward reaction prediction with 1.9M reactions from USPTO patents (1976-2016). (1) Given the reactants [C:1]([O:5][C:6]([CH2:8][CH2:9][C:10](=[O:15])[C:11]([O:13][CH3:14])=[O:12])=[O:7])([CH3:4])([CH3:3])[CH3:2].C(O[BH-](OC(=O)C)OC(=O)C)(=O)C.[Na+].C(OC(CCCCCC(O)C(OC)=O)=O)(C)(C)C, predict the reaction product. The product is: [C:1]([O:5][C:6]([CH2:8][CH2:9][CH:10]([OH:15])[C:11]([O:13][CH3:14])=[O:12])=[O:7])([CH3:3])([CH3:4])[CH3:2]. (2) The product is: [CH2:8]([O:7][C:1]([C:2]1[N:18]=[N:17][N:16]([CH2:15][C:14]2[CH:19]=[C:20]([C:22]([F:25])([F:24])[F:23])[CH:21]=[C:12]([C:11]([F:10])([F:26])[F:27])[CH:13]=2)[C:3]=1[CH3:5])=[O:6])[CH3:9]. Given the reactants [C:1]([O:7][CH2:8][CH3:9])(=[O:6])[CH2:2][C:3]([CH3:5])=O.[F:10][C:11]([F:27])([F:26])[C:12]1[CH:13]=[C:14]([CH:19]=[C:20]([C:22]([F:25])([F:24])[F:23])[CH:21]=1)[CH2:15][N:16]=[N+:17]=[N-:18].C(=O)([O-])[O-].[K+].[K+], predict the reaction product. (3) Given the reactants Br[C:2]1[C:7]([Cl:8])=[CH:6][CH:5]=[CH:4][C:3]=1[Cl:9].[CH3:10][O:11][C:12]1[CH:17]=[CH:16][CH:15]=[CH:14][C:13]=1B(O)O.C(=O)([O-])[O-].[K+].[K+], predict the reaction product. The product is: [CH3:10][O:11][C:12]1[C:13]([C:2]2[C:7]([Cl:8])=[CH:6][CH:5]=[CH:4][C:3]=2[Cl:9])=[CH:14][CH:15]=[CH:16][CH:17]=1. (4) Given the reactants Cl[C:2]1[CH:11]=[N:10][C:9]2[C:4](=[CH:5][C:6]([O:14][CH3:15])=[C:7]([O:12][CH3:13])[CH:8]=2)[N:3]=1.C[Mg+].[Br-].[CH3:19]COCC, predict the reaction product. The product is: [CH3:19][C:2]1[CH:11]=[N:10][C:9]2[C:4](=[CH:5][C:6]([O:14][CH3:15])=[C:7]([O:12][CH3:13])[CH:8]=2)[N:3]=1. (5) The product is: [CH:1](=[C:3](/[N:13]=[C:14]([Br:17])[CH:15]=[CH2:16])\[C:4](=[O:12])[CH2:5][CH2:6][CH:7]=[O:8])/[CH3:2]. Given the reactants [CH:1](=[C:3](/[N:13]=[C:14]([Br:17])[CH:15]=[CH2:16])\[C:4](=[O:12])[CH2:5][CH2:6][CH:7](OC)[O:8]C)/[CH3:2].CC(C)=O, predict the reaction product. (6) Given the reactants [CH3:1][N:2]([CH3:19])[C:3]([C:5]1[CH:6]=[C:7]([CH2:14][C:15]([O:17][CH3:18])=[O:16])[CH:8]=[CH:9][C:10]=1[N+:11]([O-])=O)=[O:4].C1(C)C=CC=CC=1, predict the reaction product. The product is: [NH2:11][C:10]1[CH:9]=[CH:8][C:7]([CH2:14][C:15]([O:17][CH3:18])=[O:16])=[CH:6][C:5]=1[C:3](=[O:4])[N:2]([CH3:1])[CH3:19].